Dataset: Catalyst prediction with 721,799 reactions and 888 catalyst types from USPTO. Task: Predict which catalyst facilitates the given reaction. (1) Reactant: [OH:1][C:2]([C:13]1[CH:18]=[CH:17][C:16]([N:19]([CH2:29][CH:30]([CH3:32])[CH3:31])[S:20]([C:23]2[CH:28]=[CH:27][CH:26]=[CH:25][CH:24]=2)(=[O:22])=[O:21])=[CH:15][CH:14]=1)([C:9]([F:12])([F:11])[F:10])[C:3]#[C:4][Si](C)(C)C.[F-].C([N+](CCCC)(CCCC)CCCC)CCC. Product: [OH:1][C:2]([C:13]1[CH:18]=[CH:17][C:16]([N:19]([CH2:29][CH:30]([CH3:32])[CH3:31])[S:20]([C:23]2[CH:28]=[CH:27][CH:26]=[CH:25][CH:24]=2)(=[O:22])=[O:21])=[CH:15][CH:14]=1)([C:9]([F:12])([F:11])[F:10])[C:3]#[CH:4]. The catalyst class is: 168. (2) Reactant: [F:1][C:2]1[CH:11]=[CH:10][CH:9]=[C:8]2[C:3]=1[C:4]([CH2:21][C:22]([NH2:24])=[O:23])=[N:5][C:6]([N:12]1[CH2:17][CH2:16][N:15]3[CH2:18][CH2:19][CH2:20][C@@H:14]3[CH2:13]1)=[N:7]2.C[O:26][C:27](=O)[C:28]([C:30]1[C:31]2[S:44][CH:43]=[CH:42][C:32]=2[N:33](C(OC(C)(C)C)=O)[CH:34]=1)=O.O(C(C)(C)C)[K]. Product: [F:1][C:2]1[CH:11]=[CH:10][CH:9]=[C:8]2[C:3]=1[C:4]([C:21]1[C:22](=[O:23])[NH:24][C:27](=[O:26])[C:28]=1[C:30]1[C:31]3[S:44][CH:43]=[CH:42][C:32]=3[NH:33][CH:34]=1)=[N:5][C:6]([N:12]1[CH2:17][CH2:16][N:15]3[CH2:18][CH2:19][CH2:20][C@@H:14]3[CH2:13]1)=[N:7]2. The catalyst class is: 387.